This data is from CYP1A2 inhibition data for predicting drug metabolism from PubChem BioAssay. The task is: Regression/Classification. Given a drug SMILES string, predict its absorption, distribution, metabolism, or excretion properties. Task type varies by dataset: regression for continuous measurements (e.g., permeability, clearance, half-life) or binary classification for categorical outcomes (e.g., BBB penetration, CYP inhibition). Dataset: cyp1a2_veith. (1) The molecule is COc1ccc(C[C@H](O)CN2CCOCC2)cc1. The result is 0 (non-inhibitor). (2) The compound is CN1CC[C@@]2(CCCN(C(=O)c3csnn3)C2)C1. The result is 0 (non-inhibitor). (3) The compound is CC(C)c1cccc2c([Si](C)(C)C)c3c(nc12)-c1cccc(=O)n1C3. The result is 1 (inhibitor). (4) The compound is COc1ccccc1CN1CCCC2(CCN(C(=O)c3csnn3)CC2)C1. The result is 0 (non-inhibitor). (5) The drug is CCN(CC)c1ccc2c(Cl)c(Br)c(=O)oc2c1. The result is 1 (inhibitor).